This data is from Full USPTO retrosynthesis dataset with 1.9M reactions from patents (1976-2016). The task is: Predict the reactants needed to synthesize the given product. (1) Given the product [ClH:24].[F:1][C@H:2]1[C@H:7]([C:8]2[CH:13]=[CH:12][C:11]([O:14][CH3:15])=[C:10]([F:16])[CH:9]=2)[CH2:6][CH2:5][NH:4][CH2:3]1, predict the reactants needed to synthesize it. The reactants are: [F:1][C@H:2]1[C@H:7]([C:8]2[CH:13]=[CH:12][C:11]([O:14][CH3:15])=[C:10]([F:16])[CH:9]=2)[CH2:6][CH2:5][N:4](C(OC(C)(C)C)=O)[CH2:3]1.[ClH:24]. (2) Given the product [ClH:37].[ClH:37].[NH:24]1[CH2:25][CH2:26][CH:21]([NH:20][S:17]([C:14]2[CH:15]=[CH:16][C:11]([C:10]3[CH:9]=[CH:8][N:7]=[C:6]4[NH:34][C:3]([C:2]([F:36])([F:1])[F:35])=[CH:4][C:5]=34)=[CH:12][CH:13]=2)(=[O:19])=[O:18])[CH2:22][CH2:23]1, predict the reactants needed to synthesize it. The reactants are: [F:1][C:2]([F:36])([F:35])[C:3]1[NH:34][C:6]2=[N:7][CH:8]=[CH:9][C:10]([C:11]3[CH:16]=[CH:15][C:14]([S:17]([NH:20][CH:21]4[CH2:26][CH2:25][N:24](C(OC(C)(C)C)=O)[CH2:23][CH2:22]4)(=[O:19])=[O:18])=[CH:13][CH:12]=3)=[C:5]2[CH:4]=1.[ClH:37]. (3) Given the product [Cl:30][C:18]1[C:17]([N+:21]([O-:23])=[O:22])=[CH:16][N:15]=[C:14]([C:7]2[C:8]3[C:9](=[N:10][CH:11]=[CH:12][CH:13]=3)[N:5]([CH2:4][C:3]3[CH:24]=[CH:25][CH:26]=[CH:27][C:2]=3[F:1])[N:6]=2)[N:19]=1, predict the reactants needed to synthesize it. The reactants are: [F:1][C:2]1[CH:27]=[CH:26][CH:25]=[CH:24][C:3]=1[CH2:4][N:5]1[C:9]2=[N:10][CH:11]=[CH:12][CH:13]=[C:8]2[C:7]([C:14]2[N:19]=[C:18](O)[C:17]([N+:21]([O-:23])=[O:22])=[CH:16][N:15]=2)=[N:6]1.P(Cl)(Cl)([Cl:30])=O.O.C(=O)([O-])O.[Na+]. (4) Given the product [CH:11]1([O:16][C:17]2[CH:18]=[C:19](/[C:25](/[O:35][C:8](=[O:9])[CH2:7][C:1]3[CH:6]=[CH:5][CH:4]=[CH:3][CH:2]=3)=[CH:26]/[C:27]3[C:32]([Cl:33])=[CH:31][N:30]=[CH:29][C:28]=3[Cl:34])[CH:20]=[CH:21][C:22]=2[O:23][CH3:24])[CH2:15][CH2:14][CH2:13][CH2:12]1, predict the reactants needed to synthesize it. The reactants are: [C:1]1([CH2:7][C:8](Cl)=[O:9])[CH:6]=[CH:5][CH:4]=[CH:3][CH:2]=1.[CH:11]1([O:16][C:17]2[CH:18]=[C:19]([C:25](=[O:35])[CH2:26][C:27]3[C:32]([Cl:33])=[CH:31][N:30]=[CH:29][C:28]=3[Cl:34])[CH:20]=[CH:21][C:22]=2[O:23][CH3:24])[CH2:15][CH2:14][CH2:13][CH2:12]1.